This data is from Reaction yield outcomes from USPTO patents with 853,638 reactions. The task is: Predict the reaction yield, written as a fraction of the theoretical maximum amount of product (1.0 means a 100% yield; for example, 0.34 means a 34% yield). (1) The catalyst is C(Cl)(Cl)Cl.CC(O)=O. The yield is 0.130. The reactants are [C:1]1([C@@H:7]2[CH2:9][C@H:8]2[NH2:10])[CH:6]=[CH:5][CH:4]=[CH:3][CH:2]=1.[CH3:11][N:12]1[CH2:17][CH2:16][CH:15]([CH:18]=O)[CH2:14][CH2:13]1.C(O[BH-](OC(=O)C)OC(=O)C)(=O)C.[Na+].C([O-])(O)=O.[Na+]. The product is [CH3:11][N:12]1[CH2:17][CH2:16][CH:15]([CH2:18][NH:10][C@@H:8]2[CH2:9][C@H:7]2[C:1]2[CH:6]=[CH:5][CH:4]=[CH:3][CH:2]=2)[CH2:14][CH2:13]1. (2) The reactants are [H-].[Na+].[Br:3][C:4]1[C:12]2[C:7](=[N:8][CH:9]=[C:10]([CH2:13][NH:14][C:15](=[O:21])[O:16][C:17]([CH3:20])([CH3:19])[CH3:18])[N:11]=2)[NH:6][CH:5]=1.[S:22](Cl)([C:25]1[CH:31]=[CH:30][C:28]([CH3:29])=[CH:27][CH:26]=1)(=[O:24])=[O:23].C(Cl)Cl. The catalyst is CN(C=O)C.O. The product is [Br:3][C:4]1[C:12]2[C:7](=[N:8][CH:9]=[C:10]([CH2:13][NH:14][C:15](=[O:21])[O:16][C:17]([CH3:18])([CH3:20])[CH3:19])[N:11]=2)[N:6]([S:22]([C:25]2[CH:31]=[CH:30][C:28]([CH3:29])=[CH:27][CH:26]=2)(=[O:24])=[O:23])[CH:5]=1. The yield is 0.910. (3) The reactants are [NH2:1][C:2]1[N:10]=[CH:9][N:8]=[C:7]2[C:3]=1[N:4]([C:17]1[CH:22]=[CH:21][C:20]([O:23][C:24]3[CH:29]=[CH:28][CH:27]=[CH:26][CH:25]=3)=[CH:19][CH:18]=1)[C:5](=[O:16])[N:6]2[C@@H:11]1[CH2:15][CH2:14][NH:13][CH2:12]1.Cl.[CH:31]1([N:35]([CH3:42])[CH2:36]/[CH:37]=[CH:38]/[C:39](O)=[O:40])[CH2:34][CH2:33][CH2:32]1.CCN(C(C)C)C(C)C.CN(C(ON1N=NC2C=CC=CC1=2)=[N+](C)C)C.F[P-](F)(F)(F)(F)F. The catalyst is CN(C=O)C. The product is [NH2:1][C:2]1[N:10]=[CH:9][N:8]=[C:7]2[C:3]=1[N:4]([C:17]1[CH:18]=[CH:19][C:20]([O:23][C:24]3[CH:25]=[CH:26][CH:27]=[CH:28][CH:29]=3)=[CH:21][CH:22]=1)[C:5](=[O:16])[N:6]2[C@@H:11]1[CH2:15][CH2:14][N:13]([C:39](=[O:40])/[CH:38]=[CH:37]/[CH2:36][N:35]([CH:31]2[CH2:34][CH2:33][CH2:32]2)[CH3:42])[CH2:12]1. The yield is 0.259. (4) The reactants are Br[C:2]1[CH:9]=[N:8][CH:7]=[C:6]([N:10]2[CH2:22][CH2:21][N:13]3[C:14]4[CH2:15][CH2:16][CH2:17][CH2:18][C:19]=4[CH:20]=[C:12]3[C:11]2=[O:23])[C:3]=1[CH:4]=[O:5].[CH3:24][N:25]1[CH:30]=[C:29](B2OC(C)(C)C(C)(C)O2)[CH:28]=[C:27]([NH:40][C:41]2[CH:46]=[CH:45][C:44]([N:47]3[CH2:52][CH2:51][N:50]([CH3:53])[CH2:49][CH2:48]3)=[CH:43][N:42]=2)[C:26]1=[O:54].[O-]P([O-])([O-])=O.[K+].[K+].[K+].CC([O-])=O.[Na+]. The catalyst is C(#N)C.O.C1C=CC(P(C2C=CC=CC=2)[C-]2C=CC=C2)=CC=1.C1C=CC(P(C2C=CC=CC=2)[C-]2C=CC=C2)=CC=1.Cl[Pd]Cl.[Fe+2]. The product is [CH3:24][N:25]1[C:26](=[O:54])[C:27]([NH:40][C:41]2[CH:46]=[CH:45][C:44]([N:47]3[CH2:52][CH2:51][N:50]([CH3:53])[CH2:49][CH2:48]3)=[CH:43][N:42]=2)=[CH:28][C:29]([C:2]2[CH:9]=[N:8][CH:7]=[C:6]([N:10]3[CH2:22][CH2:21][N:13]4[C:14]5[CH2:15][CH2:16][CH2:17][CH2:18][C:19]=5[CH:20]=[C:12]4[C:11]3=[O:23])[C:3]=2[CH:4]=[O:5])=[CH:30]1. The yield is 0.430. (5) The reactants are [F:1][C:2]([F:23])([F:22])[CH2:3][N:4]1[C:9](=[O:10])[C:8](Cl)=[C:7]([C:12]2[CH:17]=[CH:16][C:15]([S:18]([CH3:21])(=[O:20])=[O:19])=[CH:14][CH:13]=2)[CH:6]=[N:5]1.[CH2:24]([OH:29])[C:25]([CH3:28])([CH3:27])[CH3:26].[H-].[Na+]. The catalyst is CN(C=O)C. The product is [F:1][C:2]([F:23])([F:22])[CH2:3][N:4]1[C:9](=[O:10])[C:8]([O:29][CH2:24][C:25]([CH3:28])([CH3:27])[CH3:26])=[C:7]([C:12]2[CH:17]=[CH:16][C:15]([S:18]([CH3:21])(=[O:20])=[O:19])=[CH:14][CH:13]=2)[CH:6]=[N:5]1. The yield is 0.760. (6) The reactants are [CH3:1][O:2][C:3](=[O:22])[CH:4]([NH:13][C:14]([C:16]1[CH:17]=[N:18][CH:19]=[CH:20][CH:21]=1)=[O:15])[CH2:5][C:6]1[CH:11]=[CH:10][C:9]([OH:12])=[CH:8][CH:7]=1.[C:23]([Si:27](Cl)([CH3:29])[CH3:28])([CH3:26])([CH3:25])[CH3:24]. The catalyst is CN(C=O)C. The product is [CH3:1][O:2][C:3](=[O:22])[CH:4]([NH:13][C:14]([C:16]1[CH:17]=[N:18][CH:19]=[CH:20][CH:21]=1)=[O:15])[CH2:5][C:6]1[CH:11]=[CH:10][C:9]([O:12][Si:27]([C:23]([CH3:26])([CH3:25])[CH3:24])([CH3:29])[CH3:28])=[CH:8][CH:7]=1. The yield is 0.820. (7) The reactants are [Br:1][C:2]1[C:3]([OH:26])=[C:4]([CH:22]=[C:23]([Br:25])[CH:24]=1)[C:5]([NH:7][C:8]1[CH:13]=[C:12]([C:14]([F:17])([F:16])[F:15])[CH:11]=[CH:10][C:9]=1[C:18]([F:21])([F:20])[F:19])=[O:6].[N:27]1([C:33](Cl)=[O:34])[CH2:32][CH2:31][O:30][CH2:29][CH2:28]1. The yield is 0.706. The product is [Br:1][C:2]1[C:3]([O:26][C:33]([N:27]2[CH2:32][CH2:31][O:30][CH2:29][CH2:28]2)=[O:34])=[C:4]([CH:22]=[C:23]([Br:25])[CH:24]=1)[C:5]([NH:7][C:8]1[CH:13]=[C:12]([C:14]([F:17])([F:15])[F:16])[CH:11]=[CH:10][C:9]=1[C:18]([F:19])([F:20])[F:21])=[O:6]. No catalyst specified.